This data is from Reaction yield outcomes from USPTO patents with 853,638 reactions. The task is: Predict the reaction yield, written as a fraction of the theoretical maximum amount of product (1.0 means a 100% yield; for example, 0.34 means a 34% yield). (1) The reactants are FC(F)(F)C1N=C(S(C(F)(F)F)(=O)=O)NN=1.[C:17]1([O:23][CH3:24])[CH:22]=[CH:21][CH:20]=[CH:19][CH:18]=1.[C:25](OC(=O)C)(=[O:27])[CH3:26].S([O-])([O-])(=O)=O.[Mg+2]. The catalyst is [N+](C)([O-])=O.CCOCC.[Sc]. The product is [CH3:24][O:23][C:17]1[CH:22]=[CH:21][C:20]([C:25](=[O:27])[CH3:26])=[CH:19][CH:18]=1. The yield is 0.970. (2) The reactants are [CH2:1]([C@H:8]([NH:43][C:44](=[O:50])[O:45][C:46]([CH3:49])([CH3:48])[CH3:47])[CH2:9][C@H:10]([OH:42])[C@@H:11]([N:27](CC1C=CC=CC=1)CC1C=CC=CC=1)[CH2:12][C:13]1[CH:18]=[CH:17][C:16]([O:19]CC2C=CC=CC=2)=[CH:15][CH:14]=1)[C:2]1[CH:7]=[CH:6][CH:5]=[CH:4][CH:3]=1.C([O-])=O.[NH4+]. The catalyst is C1COCC1.[Pd]. The product is [NH2:27][C@@H:11]([CH2:12][C:13]1[CH:14]=[CH:15][C:16]([OH:19])=[CH:17][CH:18]=1)[C@@H:10]([OH:42])[CH2:9][C@@H:8]([NH:43][C:44](=[O:50])[O:45][C:46]([CH3:49])([CH3:48])[CH3:47])[CH2:1][C:2]1[CH:7]=[CH:6][CH:5]=[CH:4][CH:3]=1. The yield is 0.820. (3) The reactants are [ClH:1].O1CCOCC1.[CH:8]1([N:11]2[CH2:16][CH2:15][N:14](C(OC(C)(C)C)=O)[CH2:13][CH2:12]2)[CH2:10][CH2:9]1. The catalyst is CO.C(OCC)(=O)C. The product is [ClH:1].[ClH:1].[CH:8]1([N:11]2[CH2:16][CH2:15][NH:14][CH2:13][CH2:12]2)[CH2:10][CH2:9]1. The yield is 0.930. (4) The reactants are [C:1]([O:5][C:6](=[O:16])[NH:7][C:8]1[CH:13]=[C:12]([F:14])[CH:11]=[CH:10][C:9]=1Br)([CH3:4])([CH3:3])[CH3:2].B1(B2OC(C)(C)C(C)(C)O2)OC(C)(C)C(C)(C)O1.C1(P(C2CCCCC2)C2CCCCC2)CCCCC1.[F-].[Cs+].[CH2:56]([O:63][C:64]1[CH:65]=[C:66]2[C:71](=[CH:72][CH:73]=1)[C:70]([C:74](=[O:90])[C:75]1[CH:80]=[CH:79][C:78]([O:81][CH2:82][CH2:83][N:84]3[CH2:89][CH2:88][CH2:87][CH2:86][CH2:85]3)=[CH:77][CH:76]=1)=[C:69](OS(C(F)(F)F)(=O)=O)[CH:68]=[CH:67]2)[C:57]1[CH:62]=[CH:61][CH:60]=[CH:59][CH:58]=1. The catalyst is C([O-])(=O)C.[Pd+2].C([O-])(=O)C.C(#N)C. The product is [C:1]([O:5][C:6](=[O:16])[NH:7][C:8]1[CH:13]=[C:12]([F:14])[CH:11]=[CH:10][C:9]=1[C:69]1[CH:68]=[CH:67][C:66]2[C:71](=[CH:72][CH:73]=[C:64]([O:63][CH2:56][C:57]3[CH:58]=[CH:59][CH:60]=[CH:61][CH:62]=3)[CH:65]=2)[C:70]=1[C:74](=[O:90])[C:75]1[CH:80]=[CH:79][C:78]([O:81][CH2:82][CH2:83][N:84]2[CH2:85][CH2:86][CH2:87][CH2:88][CH2:89]2)=[CH:77][CH:76]=1)([CH3:4])([CH3:3])[CH3:2]. The yield is 0.360. (5) The product is [CH2:1]([O:8][C:9]1[CH:10]=[CH:11][C:12]([Br:16])=[C:13]([O:15][CH2:26][C:25]([CH3:27])=[CH2:24])[CH:14]=1)[C:2]1[CH:3]=[CH:4][CH:5]=[CH:6][CH:7]=1. The reactants are [CH2:1]([O:8][C:9]1[CH:10]=[CH:11][C:12]([Br:16])=[C:13]([OH:15])[CH:14]=1)[C:2]1[CH:7]=[CH:6][CH:5]=[CH:4][CH:3]=1.C(=O)([O-])[O-].[K+].[K+].Br[CH2:24][C:25]([CH3:27])=[CH2:26]. The yield is 0.940. The catalyst is CN(C=O)C. (6) The yield is 0.890. The reactants are [Li+].[OH-].C([O:5][C:6](=[O:18])[CH2:7][NH:8][C:9](=[O:17])[C:10]1[CH:15]=[CH:14][CH:13]=[C:12]([OH:16])[CH:11]=1)C. The catalyst is C1COCC1.CO. The product is [OH:16][C:12]1[CH:11]=[C:10]([CH:15]=[CH:14][CH:13]=1)[C:9]([NH:8][CH2:7][C:6]([OH:18])=[O:5])=[O:17]. (7) The reactants are O[CH2:2][C:3]1[C:4]([C:23]([O:25][CH2:26][CH3:27])=[O:24])=[N:5][C:6]([C:16]2[CH:21]=[CH:20][C:19]([CH3:22])=[CH:18][CH:17]=2)=[C:7]([C:9]2[CH:14]=[CH:13][C:12]([CH3:15])=[CH:11][CH:10]=2)[N:8]=1.[NH:28]1[CH:32]=[N:31][N:30]=[N:29]1.C1(P(C2C=CC=CC=2)C2C=CC=CC=2)C=CC=CC=1.N(C(OCC)=O)=NC(OCC)=O. The catalyst is C1COCC1. The product is [CH3:15][C:12]1[CH:13]=[CH:14][C:9]([C:7]2[N:8]=[C:3]([CH2:2][N:28]3[CH:32]=[N:31][N:30]=[N:29]3)[C:4]([C:23]([O:25][CH2:26][CH3:27])=[O:24])=[N:5][C:6]=2[C:16]2[CH:21]=[CH:20][C:19]([CH3:22])=[CH:18][CH:17]=2)=[CH:10][CH:11]=1. The yield is 0.200.